From a dataset of Choline transporter screen with 302,306 compounds. Binary Classification. Given a drug SMILES string, predict its activity (active/inactive) in a high-throughput screening assay against a specified biological target. (1) The drug is O=c1n(nc(c2c1cccc2)C(=O)N\N=C\c1ccc(OC)cc1)c1cc(c(cc1)C)C. The result is 0 (inactive). (2) The molecule is S(=O)(=O)(Cc1oc(nn1)c1c(cccc1)C)c1ccccc1. The result is 0 (inactive). (3) The compound is Clc1ccc(c2n(CCOC)c(SCC(=O)NCc3sccc3)nc2)cc1. The result is 0 (inactive). (4) The compound is O=C1N(C(Nc2c1cccc2)c1cc(Cn2ncc([N+]([O-])=O)c2)c(OC)cc1)c1ccccc1. The result is 0 (inactive).